This data is from Experimentally validated miRNA-target interactions with 360,000+ pairs, plus equal number of negative samples. The task is: Binary Classification. Given a miRNA mature sequence and a target amino acid sequence, predict their likelihood of interaction. (1) The miRNA is mmu-miR-98-5p with sequence UGAGGUAGUAAGUUGUAUUGUU. The protein sequence of the target gene is MNSLSEANTKFMFDLFQQFRKSKENNIFYSPISITSALGMVLLGAKDNTAQQIKKVLHFDQVTENTTGKAATYHVDRSGNVHHQFQKLLTEFNKSTDAYELKIANKLFGEKTYLFLQEYLDAIKKFYQTSVESVDFANAPEESRKKINSWVESQTNEKIKNLIPEGNIGSNTTLVLVNAIYFKGQWEKKFNKEDTKEEKFWPNKNTYKSIQMMRQYTSFHFASLEDVQAKVLEIPYKGKDLSMIVLLPNEIDGLQKLEEKLTAEKLMEWTSLQNMRETRVDLHLPRFKVEESYDLKDTLR.... Result: 0 (no interaction). (2) Result: 0 (no interaction). The miRNA is rno-miR-10b-5p with sequence CCCUGUAGAACCGAAUUUGUGU. The protein sequence of the target gene is MELPQMPELMGLSLLVGLLALVATAAVARGWLRAEEKPSQPVCQKENEPKKSGSKKQKQNQRVRKEKPQQHSFTHPLLAAALKSHSGNISCMDFSSNGKYLATCADDRTVRIWSTKDFLQREHRSMRANVELDHATLVRFSPDCRAFIVWLANGDTLRVFKMTKREDGGFTFTATPEDFPKKHKAPIINIGIADTGKFIMTASSDTTVLIWNLKGQVLSTINTNQMNNSHAVISPCSRFVGSCGFTPDVKVWEVCFGKKGEFQEVLRAFELKGHSASVHSFAFSNDSRRMASVSKDGTWK.... (3) The miRNA is hsa-miR-33a-3p with sequence CAAUGUUUCCACAGUGCAUCAC. The protein sequence of the target gene is MKFNPFVTSDRSKNRKRHFNAPSHVRRKIMSSPLSKELRQKYNVRSMPIRKDDEVQVVRGHYKGQQIGKVVQVYRKKYVIYIERVQREKANGTTVHVGIHPSKVVITRLKLDKDRKKILERKAKSRQVGKEKGKYKEELIEKMQE. Result: 0 (no interaction). (4) The miRNA is mmu-miR-344e-3p with sequence GAUAUAACCAAAGCCUGACUAU. The protein sequence of the target gene is MKRTHLFIVGIYFLSSCRAEEGLNFPTYDGKDRVVSLSEKNFKQVLKKYDLLCLYYHEPVSSDKVTQKQFQLKEIVLELVAQVLEHKAIGFVMVDAKKEAKLAKKLGFDEEGSLYILKGDRTIEFDGEFAADVLVEFLLDLIEDPVEIISSKLEVQAFERIEDYIKLIGFFKSEDSEYYKAFEEAAEHFQPYIKFFATFDKGVAKKLSLKMNEVDFYEPFMDEPIAIPNKPYTEEELVEFVKEHQRPTLRRLRPEEMFETWEDDLNGIHIVAFAEKSDPDGYEFLEILKQVARDNTDNPD.... Result: 0 (no interaction). (5) The miRNA is hsa-miR-653-3p with sequence UUCACUGGAGUUUGUUUCAAUA. The protein sequence of the target gene is MGRPAPRPLLLALLSLAVCRGRVVRVPAGTLVRVVGTELVIPCNVSDYDGPSEQNFDWSFSSSGSSFVELASTWEVGFPAQLYRERLQRGDILLRRTANDAVELHIKNVQPSDQGHYKCSTPSTDATVQGNYEDTVQVKVLADALVVGPSSRPPPGLSLREGEPFELRCIASTTSPLHTHLALRWELHRGPVHRSILALSHEGRFHPGPGYEQRYHSGDVRLDTVGSDAYRLSVARALSADQGSYRCVVSEWITEQGSWQEIQEKAVEVATVVIQPTALQLAVPRTVSVTEGKDLDLSCN.... Result: 0 (no interaction). (6) The miRNA is hsa-miR-584-3p with sequence UCAGUUCCAGGCCAACCAGGCU. The protein sequence of the target gene is MRSSLAPGVWFFRAFSRDSWFRGLILLLTFLIYACYHMSRKPISIVKSRLHQNCSEQIKPINDTHSLNDTMWCSWAPFDKDNYKELLGGVDNAFLIAYAIGMFISGVFGERLPLRYYLSAGMLLSGLFTSLFGLGYFWNIHELWYFVVIQVCNGLVQTTGWPSVVTCVGNWFGKGKRGFIMGIWNSHTSVGNILGSLIAGIWVNGQWGLSFIVPGIITAVMGVITFLFLIEHPEDVDCAPPQHHGEPAENQDNPEDPGNSPCSIRESGLETVAKCSKGPCEEPAAISFFGALRIPGVVEF.... Result: 1 (interaction). (7) The miRNA is hsa-miR-2054 with sequence CUGUAAUAUAAAUUUAAUUUAUU. The protein sequence of the target gene is MAARAVLDEFTAPAEKAELLEQSRGRIEGLFGVSLAVLGALGAEEPLPARIWLQLCGAQEAVHSAKEYIKGICEPELEERECYPKDMHCIFVGAESLFLKSLIQDTCADLCILDIGLLGIRGSAEAVVMARSHIQQFVKLFENKENLPSSQKESEVKREFKQFVEAHADNYTMDLLILPTSLKKELLTLTQGEENLFETGDDEVIEMRDSQQTEFTQNAATGLNISRDETVLQEEARNKAGTPVSELTKQMDTVLSSSPDVLFDPINGLTPDEEALSNERICQKRRFSDSEERHTKKQFS.... Result: 1 (interaction). (8) The miRNA is mmu-miR-672-3p with sequence ACACACAGUCACUAUCUUCGA. The protein sequence of the target gene is MSTVEEDSDTVTVETVNSVTFTQDTDGNLILHCPQNDPDEVDSEDSTEPPHKRLCLSSEDDQSIDDATPCISVVALPLSENDQSFEVTMTATTEVADDELSEGTVTQIQILQNDQLDEISPLGTEEVSAVSQAWFTTKEDKDSLTNKGHKWKQGMWSKEEIDILMNNIERYLKARGIKDATEIIFEMSKDERKDFYRTIAWGLNRPLFAVYRRVLRMYDDRNHVGKYTPEEIEKLKELRIKHGNDWATIGAALGRSASSVKDRCRLMKDTCNTGKWTEEEEKRLAEVVHELTSTEPGDIV.... Result: 0 (no interaction). (9) The miRNA is hsa-miR-627-3p with sequence UCUUUUCUUUGAGACUCACU. The protein sequence of the target gene is MAAPAQPKKIVAPTVSQINAEFVTQLACKYWAPHIKKKSPFDIKVIEDIYEKEIVKSRFAIRKIMLLEFSQYLENYLWMNYSPEVSSKAYLMSICCMVNEKFRENVPAWEIFKKKPDHFPFFFKHILKAALAETDGEFSLHEQTVLLLFLDHCFNSLEVDLIRSQVQQLISLPMWMGLQLARLELELKKTPKLRKFWNLIKKNDEKMDPEAREQAYQERRFLSQLIQKFISVLKSVPLSEPVTMDKVHYCERFIELMIDLEALLPTRRWFNTILDDSHLLVHCYLSNLVRREEDGHLFSQ.... Result: 1 (interaction).